Task: Regression. Given a peptide amino acid sequence and an MHC pseudo amino acid sequence, predict their binding affinity value. This is MHC class I binding data.. Dataset: Peptide-MHC class I binding affinity with 185,985 pairs from IEDB/IMGT The peptide sequence is FLRKRRRFF. The MHC is HLA-A69:01 with pseudo-sequence HLA-A69:01. The binding affinity (normalized) is 0.0847.